From a dataset of Catalyst prediction with 721,799 reactions and 888 catalyst types from USPTO. Predict which catalyst facilitates the given reaction. (1) Reactant: O[CH2:2][C:3]1[N:4]=[C:5]([CH:8]2[CH2:13][CH2:12][N:11]([C:14]([O:16][C:17]([CH3:20])([CH3:19])[CH3:18])=[O:15])[CH2:10][CH2:9]2)[S:6][CH:7]=1.C(N(CC)CC)C.CS([Cl:32])(=O)=O. Product: [Cl:32][CH2:2][C:3]1[N:4]=[C:5]([CH:8]2[CH2:13][CH2:12][N:11]([C:14]([O:16][C:17]([CH3:20])([CH3:19])[CH3:18])=[O:15])[CH2:10][CH2:9]2)[S:6][CH:7]=1. The catalyst class is: 4. (2) Reactant: [CH3:1][O:2][C:3](=[O:12])[C:4]1[CH:9]=[C:8]([OH:10])[CH:7]=[CH:6][C:5]=1[OH:11].N1C=CN=C1.[Si:18](Cl)([C:21]([CH3:24])([CH3:23])[CH3:22])([CH3:20])[CH3:19]. Product: [CH3:1][O:2][C:3](=[O:12])[C:4]1[CH:9]=[C:8]([O:10][Si:18]([C:21]([CH3:24])([CH3:23])[CH3:22])([CH3:20])[CH3:19])[CH:7]=[CH:6][C:5]=1[OH:11]. The catalyst class is: 2. (3) Reactant: Br[C:2]1[CH:7]=[CH:6][C:5]([Br:8])=[CH:4][CH:3]=1.[NH:9]1[CH2:14][CH2:13][S:12](=[O:16])(=[O:15])[CH2:11][CH2:10]1.C1C=CC(P(C2C(C3C(P(C4C=CC=CC=4)C4C=CC=CC=4)=CC=C4C=3C=CC=C4)=C3C(C=CC=C3)=CC=2)C2C=CC=CC=2)=CC=1.CC([O-])(C)C.[Na+]. Product: [Br:8][C:5]1[CH:6]=[CH:7][C:2]([N:9]2[CH2:14][CH2:13][S:12](=[O:16])(=[O:15])[CH2:11][CH2:10]2)=[CH:3][CH:4]=1. The catalyst class is: 187. (4) Reactant: [N:1]1(C(OC(C)(C)C)=O)[CH2:6][CH2:5][N:4]([C:7]([O:9][C:10]2[CH:15]=[CH:14][C:13]([CH2:16][C@@H:17]3[C@@H:21]([CH2:22][C:23]4[CH:28]=[CH:27][C:26]([O:29][CH3:30])=[C:25]([O:31][CH3:32])[CH:24]=4)[CH2:20][O:19][C:18]3=[O:33])=[CH:12][C:11]=2[O:34][CH3:35])=[O:8])[CH2:3][CH2:2]1.C(O)(C(F)(F)F)=O. Product: [N:4]1([C:7]([O:9][C:10]2[CH:15]=[CH:14][C:13]([CH2:16][C@@H:17]3[C@@H:21]([CH2:22][C:23]4[CH:28]=[CH:27][C:26]([O:29][CH3:30])=[C:25]([O:31][CH3:32])[CH:24]=4)[CH2:20][O:19][C:18]3=[O:33])=[CH:12][C:11]=2[O:34][CH3:35])=[O:8])[CH2:5][CH2:6][NH:1][CH2:2][CH2:3]1. The catalyst class is: 2. (5) Reactant: O.[OH-].[Li+].C[O:5][C:6](=[O:37])[CH2:7][C:8]1[C:17]([CH3:18])=[C:16]([C:19]2[CH:24]=[CH:23][C:22]([S:25](=[O:35])(=[O:34])[NH:26][C:27]3[CH:32]=[CH:31][CH:30]=[C:29]([Cl:33])[CH:28]=3)=[CH:21][CH:20]=2)[C:15]2[C:10](=[CH:11][CH:12]=[C:13]([Cl:36])[CH:14]=2)[CH:9]=1.C1COCC1.O. Product: [Cl:36][C:13]1[CH:14]=[C:15]2[C:10](=[CH:11][CH:12]=1)[CH:9]=[C:8]([CH2:7][C:6]([OH:37])=[O:5])[C:17]([CH3:18])=[C:16]2[C:19]1[CH:20]=[CH:21][C:22]([S:25](=[O:34])(=[O:35])[NH:26][C:27]2[CH:32]=[CH:31][CH:30]=[C:29]([Cl:33])[CH:28]=2)=[CH:23][CH:24]=1. The catalyst class is: 81. (6) Reactant: Cl.C([N:9]1[CH2:12][C:11]([CH2:18][Cl:19])([C:13]([O:15][CH2:16][CH3:17])=[O:14])[CH2:10]1)C1C=CC=CC=1. Product: [ClH:19].[Cl:19][CH2:18][C:11]1([C:13]([O:15][CH2:16][CH3:17])=[O:14])[CH2:12][NH:9][CH2:10]1. The catalyst class is: 421. (7) The catalyst class is: 20. Reactant: [Cl:1][C:2]1[CH:6]=[C:5]([Cl:7])[NH:4][C:3]=1[C:8]([O:10][CH3:11])=[O:9].[H-].[Na+].[CH3:14]I. Product: [Cl:1][C:2]1[CH:6]=[C:5]([Cl:7])[N:4]([CH3:14])[C:3]=1[C:8]([O:10][CH3:11])=[O:9]. (8) Reactant: [N+:1]([C:4]([CH2:9][CH2:10][C:11]1[CH:16]=[CH:15][C:14]([CH2:17][CH2:18][CH2:19][CH2:20][CH2:21][CH2:22][CH2:23][CH3:24])=[CH:13][CH:12]=1)([CH2:7][OH:8])[CH2:5][OH:6])([O-])=O.[H][H]. Product: [NH2:1][C:4]([CH2:9][CH2:10][C:11]1[CH:16]=[CH:15][C:14]([CH2:17][CH2:18][CH2:19][CH2:20][CH2:21][CH2:22][CH2:23][CH3:24])=[CH:13][CH:12]=1)([CH2:7][OH:8])[CH2:5][OH:6]. The catalyst class is: 63. (9) Reactant: [C:1]([C:3]1[CH:27]=[CH:26][C:6]([O:7][C:8]2[N:16]=[C:15]([O:17][C:18]3[CH:23]=[CH:22][C:21]([C:24]#[N:25])=[CH:20][CH:19]=3)[CH:14]=[CH:13][C:9]=2[C:10](O)=[O:11])=[CH:5][CH:4]=1)#[N:2].F[P-](F)(F)(F)(F)F.N1(O[P+](N2CCCC2)(N2CCCC2)N2CCCC2)C2C=CC=CC=2N=N1.C(N(CC)C(C)C)(C)C.[C:70]([O:74][C:75](=[O:85])[NH:76][CH2:77][CH2:78][CH:79]1[CH2:84][CH2:83][NH:82][CH2:81][CH2:80]1)([CH3:73])([CH3:72])[CH3:71]. Product: [C:70]([O:74][C:75](=[O:85])[NH:76][CH2:77][CH2:78][CH:79]1[CH2:80][CH2:81][N:82]([C:10]([C:9]2[C:8]([O:7][C:6]3[CH:26]=[CH:27][C:3]([C:1]#[N:2])=[CH:4][CH:5]=3)=[N:16][C:15]([O:17][C:18]3[CH:19]=[CH:20][C:21]([C:24]#[N:25])=[CH:22][CH:23]=3)=[CH:14][CH:13]=2)=[O:11])[CH2:83][CH2:84]1)([CH3:73])([CH3:71])[CH3:72]. The catalyst class is: 3.